This data is from Reaction yield outcomes from USPTO patents with 853,638 reactions. The task is: Predict the reaction yield, written as a fraction of the theoretical maximum amount of product (1.0 means a 100% yield; for example, 0.34 means a 34% yield). (1) The reactants are [C:1]([O:5][C:6](=[O:17])[NH:7][CH2:8][C:9]1[CH:14]=[CH:13][C:12]([OH:15])=[C:11]([OH:16])[CH:10]=1)([CH3:4])([CH3:3])[CH3:2].C1C=CC(N([S:25]([C:28]([F:31])([F:30])[F:29])(=[O:27])=[O:26])[S:25]([C:28]([F:31])([F:30])[F:29])(=[O:27])=[O:26])=CC=1.CCN(CC)CC.[OH2:46]. The catalyst is C(Cl)Cl. The product is [C:1]([O:5][C:6]([NH:7][CH2:8][C:9]1[CH:14]=[CH:13][C:12]([O:15][S:25]([C:28]([F:31])([F:30])[F:29])(=[O:26])=[O:46])=[C:11]([O:16][S:25]([C:28]([F:31])([F:30])[F:29])(=[O:27])=[O:26])[CH:10]=1)=[O:17])([CH3:4])([CH3:2])[CH3:3]. The yield is 0.780. (2) The reactants are [N:1]1[CH:6]=[C:5]([CH:7]2[CH2:12][CH2:11][CH2:10][N:8]2[CH3:9])[CH:4]=[CH:3][CH:2]=1.[CH2:13]([OH:29])[CH2:14][CH2:15][CH2:16][CH2:17][CH2:18][CH2:19][CH2:20][CH2:21][CH2:22][CH2:23][CH2:24][CH2:25][CH2:26][CH2:27][CH3:28]. The catalyst is O. The product is [N:1]1[CH:6]=[C:5]([CH:7]2[CH2:12][CH2:11][CH2:10][N:8]2[CH3:9])[CH:4]=[CH:3][CH:2]=1.[CH2:13]([OH:29])[CH2:14][CH2:15][CH2:16][CH2:17][CH2:18][CH2:19][CH2:20][CH2:21][CH2:22][CH2:23][CH2:24][CH2:25][CH2:26][CH2:27][CH3:28]. The yield is 0.700. (3) The reactants are [CH:1]([NH2:3])=O.[NH2:4][C:5]1[S:6][C:7]2[CH2:22][C:17]3([O:21][CH2:20][CH2:19][O:18]3)[CH2:16][CH2:15][C:8]=2[C:9]=1[C:10](OCC)=[O:11].C([O-])=O.[NH4+]. No catalyst specified. The product is [O:18]1[CH2:19][CH2:20][O:21][C:17]21[CH2:16][CH2:15][C:8]1[C:9]3[C:10](=[O:11])[NH:3][CH:1]=[N:4][C:5]=3[S:6][C:7]=1[CH2:22]2. The yield is 0.880.